This data is from Forward reaction prediction with 1.9M reactions from USPTO patents (1976-2016). The task is: Predict the product of the given reaction. (1) Given the reactants [CH3:1][O:2][CH2:3]Cl.[Br:5][C:6]1[CH:7]=[C:8]([OH:17])[CH:9]=[C:10]2[C:15]=1[O:14][C:13](=[O:16])[CH:12]=[CH:11]2.C([O-])([O-])=O.[K+].[K+].CN(C=O)C, predict the reaction product. The product is: [Br:5][C:6]1[CH:7]=[C:8]([O:17][CH2:1][O:2][CH3:3])[CH:9]=[C:10]2[C:15]=1[O:14][C:13](=[O:16])[CH:12]=[CH:11]2. (2) Given the reactants C[O-].[Na+].C[O:5][C:6](=[O:21])[CH:7]([O:12][C:13]1[CH:18]=[CH:17][CH:16]=[CH:15][C:14]=1[O:19][CH3:20])[C:8]([O:10]C)=[O:9].Cl.[C:23]([C:26]1[CH:31]=[CH:30][N:29]=[CH:28][CH:27]=1)(=[NH:25])[NH2:24], predict the reaction product. The product is: [CH3:20][O:19][C:14]1[CH:15]=[CH:16][CH:17]=[CH:18][C:13]=1[O:12][C:7]1[C:6]([OH:21])=[N:24][C:23]([C:26]2[CH:31]=[CH:30][N:29]=[CH:28][CH:27]=2)=[N:25][C:8]=1[OH:10].[CH3:20][O:19][C:14]1[CH:15]=[CH:16][CH:17]=[CH:18][C:13]=1[O:12][CH:7]1[C:6](=[O:5])[NH:24][CH:23]([C:26]2[CH:31]=[CH:30][N:29]=[CH:28][CH:27]=2)[NH:25][C:8]1=[O:9]. (3) Given the reactants [OH:1][C:2]1[CH:9]=[CH:8][C:5]([CH:6]=[O:7])=[CH:4][CH:3]=1.[C:10]([O:14][C:15](=[O:20])[NH:16][CH2:17][CH2:18]Br)([CH3:13])([CH3:12])[CH3:11].C(=O)([O-])[O-].[Cs+].[Cs+].[I-].[Na+], predict the reaction product. The product is: [C:10]([O:14][C:15](=[O:20])[NH:16][CH2:17][CH2:18][O:1][C:2]1[CH:9]=[CH:8][C:5]([CH:6]=[O:7])=[CH:4][CH:3]=1)([CH3:13])([CH3:12])[CH3:11]. (4) Given the reactants F[C:2]1[CH:7]=[CH:6][C:5]([N+:8]([O-:10])=[O:9])=[CH:4][C:3]=1[CH3:11].[Cl:12][C:13]1[CH:14]=[N:15][CH:16]=[C:17]([OH:19])[CH:18]=1, predict the reaction product. The product is: [Cl:12][C:13]1[CH:14]=[N:15][CH:16]=[C:17]([O:19][C:2]2[CH:7]=[CH:6][C:5]([N+:8]([O-:10])=[O:9])=[CH:4][C:3]=2[CH3:11])[CH:18]=1. (5) The product is: [N:8]1([CH2:7][CH2:6][CH2:5][C:4]([OH:14])=[O:3])[CH2:13][CH2:12][O:11][CH2:10][CH2:9]1. Given the reactants C([O:3][C:4](=[O:14])[CH2:5][CH2:6][CH2:7][N:8]1[CH2:13][CH2:12][O:11][CH2:10][CH2:9]1)C, predict the reaction product. (6) Given the reactants Br[C:2]1[CH:12]=[CH:11][C:5]2[O:6][C:7]([F:10])([F:9])[O:8][C:4]=2[CH:3]=1.C([Li])CCC.S(=O)=O.[S:21](Cl)([Cl:24])(=[O:23])=[O:22], predict the reaction product. The product is: [F:9][C:7]1([F:10])[O:6][C:5]2[CH:11]=[CH:12][C:2]([S:21]([Cl:24])(=[O:23])=[O:22])=[CH:3][C:4]=2[O:8]1.